Dataset: Peptide-MHC class I binding affinity with 185,985 pairs from IEDB/IMGT. Task: Regression. Given a peptide amino acid sequence and an MHC pseudo amino acid sequence, predict their binding affinity value. This is MHC class I binding data. (1) The peptide sequence is LRKRLRLIHLL. The MHC is HLA-B27:05 with pseudo-sequence HLA-B27:05. The binding affinity (normalized) is 0.838. (2) The peptide sequence is KMEKDGQL. The MHC is Mamu-A11 with pseudo-sequence Mamu-A11. The binding affinity (normalized) is 0.